Dataset: Forward reaction prediction with 1.9M reactions from USPTO patents (1976-2016). Task: Predict the product of the given reaction. (1) The product is: [OH:53][CH2:50][CH2:51][CH:47]1[CH2:46][NH:45][CH2:48][CH2:49][N:65]1[C:16]1[C:15]([C:13]([NH:12][C:9]2[CH:10]=[CH:11][C:6]([CH3:5])=[C:7]([NH:30][C:31]3[N:36]=[C:35]([C:37]4[CH:38]=[N:39][CH:40]=[CH:41][CH:42]=4)[CH:34]=[CH:33][N:32]=3)[CH:8]=2)=[O:14])=[CH:23][CH:22]=[C:21]2[C:17]=1[CH2:18][CH2:19][CH2:20]2. Given the reactants Cl.Cl.Cl.Cl.[CH3:5][C:6]1[CH:11]=[CH:10][C:9]([NH:12][C:13]([C:15]2[CH:16]=[C:17]3[C:21](=[CH:22][CH:23]=2)[CH:20](N2CCNCC2)[CH2:19][CH2:18]3)=[O:14])=[CH:8][C:7]=1[NH:30][C:31]1[N:36]=[C:35]([C:37]2[CH:38]=[N:39][CH:40]=[CH:41][CH:42]=2)[CH:34]=[CH:33][N:32]=1.C([N:45]([CH2:48][CH3:49])[CH2:46][CH3:47])C.[C:50]([O:53][BH-](OC(=O)C)OC(=O)C)(=O)[CH3:51].[Na+].C[N:65](C=O)C, predict the reaction product. (2) Given the reactants Cl.[CH3:2][O:3][C:4](=[O:15])[CH2:5][O:6][C:7]1[CH:12]=[CH:11][C:10]([NH2:13])=[C:9]([F:14])[CH:8]=1.Cl[C:17](Cl)([O:19]C(=O)OC(Cl)(Cl)Cl)Cl.CCN(CC)CC, predict the reaction product. The product is: [CH3:2][O:3][C:4](=[O:15])[CH2:5][O:6][C:7]1[CH:12]=[CH:11][C:10]([N:13]=[C:17]=[O:19])=[C:9]([F:14])[CH:8]=1. (3) The product is: [C:12]1([C:2]2[CH:3]=[C:4]3[C:8](=[CH:9][CH:10]=2)[NH:7][C:6](=[O:11])[CH2:5]3)[CH:17]=[CH:16][CH:15]=[CH:14][CH:13]=1. Given the reactants Br[C:2]1[CH:3]=[C:4]2[C:8](=[CH:9][CH:10]=1)[NH:7][C:6](=[O:11])[CH2:5]2.[C:12]1(B(O)O)[CH:17]=[CH:16][CH:15]=[CH:14][CH:13]=1.C(=O)([O-])[O-].[Na+].[Na+].C1(C)C=CC=CC=1, predict the reaction product. (4) Given the reactants [NH2:1][C:2]1[CH:7]=[CH:6][C:5]([CH2:8][N:9]2[CH2:14][CH2:13][N:12]([C:15]([O:17][C:18]([CH3:21])([CH3:20])[CH3:19])=[O:16])[C@@H:11]([CH3:22])[CH2:10]2)=[C:4]([F:23])[CH:3]=1.[CH3:24][C@H]1CN(CC2C=CC(NC)=CC=2)CCN1C(OC(C)(C)C)=O.[BH4-].[Na+], predict the reaction product. The product is: [F:23][C:4]1[CH:3]=[C:2]([NH:1][CH3:24])[CH:7]=[CH:6][C:5]=1[CH2:8][N:9]1[CH2:14][CH2:13][N:12]([C:15]([O:17][C:18]([CH3:19])([CH3:21])[CH3:20])=[O:16])[C@@H:11]([CH3:22])[CH2:10]1. (5) Given the reactants [CH3:1][O:2][C:3]1[CH:27]=[CH:26][C:6]([CH2:7][CH2:8][NH:9][C:10]([C:12]2([NH2:25])[CH2:17][CH2:16][N:15]([C:18]([O:20][C:21]([CH3:24])([CH3:23])[CH3:22])=[O:19])[CH2:14][CH2:13]2)=[O:11])=[CH:5][CH:4]=1.C([O-])([O-])=O.[K+].[K+].[C:34]([C:38]1[CH:43]=[CH:42][C:41]([CH2:44][CH:45]=O)=[CH:40][CH:39]=1)([CH3:37])([CH3:36])[CH3:35], predict the reaction product. The product is: [C:21]([O:20][C:18]([N:15]1[CH2:16][CH2:17][C:12]2([NH:25][CH:45]([CH2:44][C:41]3[CH:40]=[CH:39][C:38]([C:34]([CH3:35])([CH3:37])[CH3:36])=[CH:43][CH:42]=3)[N:9]([CH2:8][CH2:7][C:6]3[CH:26]=[CH:27][C:3]([O:2][CH3:1])=[CH:4][CH:5]=3)[C:10]2=[O:11])[CH2:13][CH2:14]1)=[O:19])([CH3:23])([CH3:24])[CH3:22]. (6) Given the reactants C(O[C:6](=O)[N:7]([C@@H:9]([CH3:45])[C:10]([NH:12][C@@H:13]([CH:39]1[CH2:44][CH2:43][CH2:42][CH2:41][CH2:40]1)[C:14]([N:16]1[C@H:21]([C:22](=[O:34])[NH:23][C@H:24]2[C:33]3[C:28](=[CH:29][CH:30]=[CH:31][CH:32]=3)[O:27][CH2:26][CH2:25]2)[CH2:20][N:19]2[CH2:35][C:36](=[O:38])[CH2:37][C@@H:18]2[CH2:17]1)=[O:15])=[O:11])C)(C)(C)C.Cl, predict the reaction product. The product is: [CH:39]1([C@H:13]([NH:12][C:10](=[O:11])[C@H:9]([CH3:45])[NH:7][CH3:6])[C:14]([N:16]2[C@H:21]([C:22]([NH:23][C@H:24]3[C:33]4[C:28](=[CH:29][CH:30]=[CH:31][CH:32]=4)[O:27][CH2:26][CH2:25]3)=[O:34])[CH2:20][N:19]3[CH2:35][C:36](=[O:38])[CH2:37][C@@H:18]3[CH2:17]2)=[O:15])[CH2:44][CH2:43][CH2:42][CH2:41][CH2:40]1.